From a dataset of Drug-target binding data from BindingDB using Ki measurements. Regression. Given a target protein amino acid sequence and a drug SMILES string, predict the binding affinity score between them. We predict pKi (pKi = -log10(Ki in M); higher means stronger inhibition). Dataset: bindingdb_ki. (1) The drug is O=c1nccc(NCc2ccccc2[N+](=O)[O-])[nH]1. The target protein (P15840) has sequence MSKVENKTKKLRVFEAFAGIGAQRKALEKVRKDEYEIVGLAEWYVPAIVMYQAIHNNFHTKLEYKSVSREEMIDYLENKTLSWNSKNPVSNGYWKRKKDDELKIIYNAIKLSEKEGNIFDIRDLYKRTLKNIDLLTYSFPCQDLSQQGIQKGMKRGSGTRSGLLWEIERALDSTEKNDLPKYLLMENVGALLHKKNEEELNQWKQKLESLGYQNSIEVLNAADFGSSQARRRVFMISTLNEFVELPKGDKKPKSIKKVLNKIVSEKDILNNLLKYNLTEFKKTKSNINKASLIGYSKFNSEGYVYDPEFTGPTLTASGANSRIKIKDGSNIRKMNSDETFLYIGFDSQDGKRVNEIEFLTENQKIFVCGNSISVEVLEAIIDKIGG. The pKi is 2.2. (2) The small molecule is N[C@@H](C[C@@H](CCC(=O)Nc1ccccc1)C(=O)O)C(=O)O. The target protein (P19491) has sequence MQKIMHISVLLSPVLWGLIFGVSSNSIQIGGLFPRGADQEYSAFRVGMVQFSTSEFRLTPHIDNLEVANSFAVTNAFCSQFSRGVYAIFGFYDKKSVNTITSFCGTLHVSFITPSFPTDGTHPFVIQMRPDLKGALLSLIEYYQWDKFAYLYDSDRGLSTLQAVLDSAAEKKWQVTAINVGNINNDKKDETYRSLFQDLELKKERRVILDCERDKVNDIVDQVITIGKHVKGYHYIIANLGFTDGDLLKIQFGGANVSGFQIVDYDDSLVSKFIERWSTLEEKEYPGAHTATIKYTSALTYDAVQVMTEAFRNLRKQRIEISRRGNAGDCLANPAVPWGQGVEIERALKQVQVEGLSGNIKFDQNGKRINYTINIMELKTNGPRKIGYWSEVDKMVVTLTELPSGNDTSGLENKTVVVTTILESPYVMMKKNHEMLEGNERYEGYCVDLAAEIAKHCGFKYKLTIVGDGKYGARDADTKIWNGMVGELVYGKADIAIAPL.... The pKi is 4.2. (3) The compound is O=C1N[C@@H](Cc2ccccc2)C(=O)N2C[C@H](OCc3ccccc3)C[C@H]2N1. The target protein sequence is MQGMEVQPHIRLRKEDVEPVVIIVGDPARTEEVANMCEKKQELAYNREYRSFRVVYDSQPITVISHGIGCPGTSIAIEELAYLGAKVIIRAGTCGSLKPKTLKQGDVCVTYAAVNETGLISNILPEGFPCVATPHVYQALMDAAKELGIEAASGIGVTQDYFYQNGILPSKLEMYSKCCDVIDMEMSGVLGLCQARGIATCGILAVDGSPLQWDEGDYDATGVKATTGKENMIKITLKACANLRRQY. The pKi is 5.1. (4) The drug is Nc1ncnc2c1N=CC2[C@@H]1N[C@H](CO)[C@@H](O)[C@H]1O. The target protein sequence is MAKTVILDHDGNKDDFVAMILLLSNPKKVNLIGCICTDADCFVENGFDVTGKIMCAMHRLTKTPLFPIGKSTATAVNAFPTEWRFSAKNLDDMPFLNIVEDVALWEKLKPENEAHNGQQLLADLVMKSKEKVTVCVTGPLSNMAWCIEKYGEAFTSKVEECVIMGGAVDVGGNVFLPTTDGSAEWNIYWDPPAAKKVLCCPNIRCVLFSLDATNTVPVRSVDVKGFGAQNQYLLSQMVGTMWAMSTHEEILRDGDAYYAWDALTAAYILEPTIATLEPVALDVDVSKGKSEGRTPRASGEGKPCAHVARNPSKQMFHDLVFASTRVY. The pKi is 8.5.